From a dataset of Catalyst prediction with 721,799 reactions and 888 catalyst types from USPTO. Predict which catalyst facilitates the given reaction. (1) Reactant: O.C[Si]([Cl:6])(C)C.[CH3:7][N:8]([CH2:10][CH:11]1[CH2:17][CH2:16][CH:15]2[CH:13]([CH2:14]2)[C:12]1([C:19]1[CH:24]=[CH:23][CH:22]=[C:21]([OH:25])[CH:20]=1)[OH:18])[CH3:9]. Product: [ClH:6].[CH3:9][N:8]([CH2:10][CH:11]1[CH2:17][CH2:16][CH:15]2[CH:13]([CH2:14]2)[C:12]1([C:19]1[CH:24]=[CH:23][CH:22]=[C:21]([OH:25])[CH:20]=1)[OH:18])[CH3:7]. The catalyst class is: 131. (2) Reactant: Br[CH:2]1[CH2:8][CH2:7][O:6][C:5]2[CH:9]=[C:10]([N:13]3[CH2:17][C@H:16]([CH2:18][NH:19][C:20](=[O:22])[CH3:21])[O:15][C:14]3=[O:23])[CH:11]=[CH:12][C:4]=2[C:3]1=O.[C:25]1([NH:31][C:32](=S)[NH:33][NH2:34])[CH:30]=[CH:29][CH:28]=[CH:27][CH:26]=1.Cl. Product: [O:23]=[C:14]1[N:13]([C:10]2[CH:11]=[CH:12][C:4]3[C:3]4[NH:34][N:33]=[C:32]([NH:31][C:25]5[CH:30]=[CH:29][CH:28]=[CH:27][CH:26]=5)[C:2]=4[CH2:8][CH2:7][O:6][C:5]=3[CH:9]=2)[CH2:17][C@H:16]([CH2:18][NH:19][C:20](=[O:22])[CH3:21])[O:15]1. The catalyst class is: 14. (3) Reactant: [CH3:1][CH:2]([CH3:6])[C:3](O)=[O:4].C(Cl)(=O)C(Cl)=O.[Br:13][C:14]1[N:15]=[C:16]2[C:22]([NH2:23])=[CH:21][NH:20][C:17]2=[N:18][CH:19]=1.C(O)C(N)(CO)CO.C(=O)([O-])[O-]. Product: [Br:13][C:14]1[N:15]=[C:16]2[C:22]([NH:23][C:3](=[O:4])[CH:2]([CH3:6])[CH3:1])=[CH:21][NH:20][C:17]2=[N:18][CH:19]=1. The catalyst class is: 887. (4) The catalyst class is: 66. Reactant: [CH2:1]([C:4]1[CH:9]=[CH:8][CH:7]=[C:6]([CH2:10][CH:11]=[CH2:12])[C:5]=1[OH:13])[CH:2]=[CH2:3].Cl[C:15]([O:17][CH3:18])=[O:16]. Product: [C:15](=[O:16])([O:17][CH3:18])[O:13][C:5]1[C:4]([CH2:1][CH:2]=[CH2:3])=[CH:9][CH:8]=[CH:7][C:6]=1[CH2:10][CH:11]=[CH2:12].